From a dataset of Forward reaction prediction with 1.9M reactions from USPTO patents (1976-2016). Predict the product of the given reaction. (1) Given the reactants [CH3:1][C:2]([NH:14][C:15](=[O:24])[C:16]1[C:21]([F:22])=[CH:20][CH:19]=[CH:18][C:17]=1[F:23])([CH3:13])[C:3](=[O:12])[C:4]1[CH:9]=[CH:8][C:7]([CH:10]=C)=[CH:6][CH:5]=1.[O:25]=[O+][O-].C1(P(C2C=CC=CC=2)C2C=CC=CC=2)C=CC=CC=1, predict the reaction product. The product is: [F:22][C:21]1[CH:20]=[CH:19][CH:18]=[C:17]([F:23])[C:16]=1[C:15]([NH:14][C:2]([CH3:13])([CH3:1])[C:3]([C:4]1[CH:9]=[CH:8][C:7]([CH:10]=[O:25])=[CH:6][CH:5]=1)=[O:12])=[O:24]. (2) Given the reactants C(N(CCCN(CC1C=CC=CC=1)[C:9]([O:10][CH2:11][C:12]1[S:16][CH:15]=[N:14][CH:13]=1)=[O:17])[C:9](=[O:17])[O:10][CH2:11][C:12]1[S:16][CH:15]=[N:14][CH:13]=1)C1C=CC=CC=1.[C:38]([NH:45][CH2:46][CH2:47][CH2:48][NH2:49])([O:40][C:41]([CH3:44])([CH3:43])[CH3:42])=[O:39].C(N(C(C)C)CC)(C)C, predict the reaction product. The product is: [S:16]1[C:12]([CH2:11][O:10][C:9]([NH:49][CH2:48][CH2:47][CH2:46][NH:45][C:38](=[O:39])[O:40][C:41]([CH3:42])([CH3:43])[CH3:44])=[O:17])=[CH:13][N:14]=[CH:15]1. (3) Given the reactants [CH2:1]([O:8][C:9]([N:11]1[CH2:16][CH2:15][NH:14][CH2:13][CH2:12]1)=[O:10])[C:2]1[CH:7]=[CH:6][CH:5]=[CH:4][CH:3]=1.[CH2:17]([O:24][C:25]1[CH:26]=[C:27]([NH:35][C:36](=[O:38])[CH3:37])[CH:28]=[CH:29][C:30]=1[C:31](=[O:34])[CH2:32]Br)[C:18]1[CH:23]=[CH:22][CH:21]=[CH:20][CH:19]=1.C(=O)([O-])[O-].[K+].[K+], predict the reaction product. The product is: [C:36]([NH:35][C:27]1[CH:28]=[CH:29][C:30]([C:31](=[O:34])[CH2:32][N:14]2[CH2:15][CH2:16][N:11]([C:9]([O:8][CH2:1][C:2]3[CH:7]=[CH:6][CH:5]=[CH:4][CH:3]=3)=[O:10])[CH2:12][CH2:13]2)=[C:25]([O:24][CH2:17][C:18]2[CH:19]=[CH:20][CH:21]=[CH:22][CH:23]=2)[CH:26]=1)(=[O:38])[CH3:37]. (4) Given the reactants [F:1][C:2]([F:33])([F:32])[C:3]1[CH:4]=[C:5]([CH:25]=[C:26]([C:28]([F:31])([F:30])[F:29])[CH:27]=1)[C:6]([N:8]1[CH2:24][CH2:23][C:11]2([N:15]([C:16]3[CH:21]=[CH:20][CH:19]=[CH:18][CH:17]=3)[CH2:14][NH:13][C:12]2=[O:22])[CH2:10][CH2:9]1)=[O:7], predict the reaction product. The product is: [F:33][C:2]([F:1])([F:32])[C:3]1[CH:4]=[C:5]([CH:25]=[C:26]([C:28]([F:31])([F:30])[F:29])[CH:27]=1)[C:6]([N:8]1[CH2:9][CH2:10][C:11]2([N:15]([C:16]3[CH:17]=[CH:18][CH:19]=[CH:20][CH:21]=3)[CH2:14][N:13]([CH2:5][C:6]([N:8]([CH3:24])[CH3:9])=[O:7])[C:12]2=[O:22])[CH2:23][CH2:24]1)=[O:7].